Dataset: Forward reaction prediction with 1.9M reactions from USPTO patents (1976-2016). Task: Predict the product of the given reaction. (1) Given the reactants Cl[C:2]1[CH:7]=[C:6]([N+:8]([O-:10])=[O:9])[CH:5]=[CH:4][N:3]=1.[CH:11]1([N:16]2[CH2:21][CH2:20][NH:19][CH2:18][CH2:17]2)[CH2:15][CH2:14][CH2:13][CH2:12]1.C(N(CC)C(C)C)(C)C, predict the reaction product. The product is: [CH:11]1([N:16]2[CH2:17][CH2:18][N:19]([C:2]3[CH:7]=[C:6]([N+:8]([O-:10])=[O:9])[CH:5]=[CH:4][N:3]=3)[CH2:20][CH2:21]2)[CH2:12][CH2:13][CH2:14][CH2:15]1. (2) Given the reactants [NH2:1][C:2]1[CH:3]=[C:4]([CH:9]=[CH:10][C:11]=1[NH2:12])[C:5]([NH:7][NH2:8])=[O:6].C(Cl)Cl.[F:16][C:17]([F:28])([F:27])[C:18]1[CH:23]=[CH:22][C:21]([N:24]=[C:25]=S)=[CH:20][CH:19]=1.CCN=C=NCCCN(C)C, predict the reaction product. The product is: [F:16][C:17]([F:27])([F:28])[C:18]1[CH:19]=[CH:20][C:21]([NH:24][C:25]2[O:6][C:5]([C:4]3[CH:3]=[C:2]([NH2:1])[C:11]([NH2:12])=[CH:10][CH:9]=3)=[N:7][N:8]=2)=[CH:22][CH:23]=1. (3) The product is: [C:1]([C:5]1[N:10]=[CH:9][C:8]([C:11]2[N:12]([C:32]([N:43]3[CH2:44][CH2:45][CH:40]([N:39]([CH3:46])[CH3:38])[CH2:41][CH2:42]3)=[O:33])[C@@:13]([C:25]3[CH:26]=[CH:27][C:28]([Cl:31])=[CH:29][CH:30]=3)([CH3:24])[C@@:14]([C:17]3[CH:18]=[CH:19][C:20]([Cl:23])=[CH:21][CH:22]=3)([CH3:16])[N:15]=2)=[C:7]([O:35][CH2:36][CH3:37])[CH:6]=1)([CH3:2])([CH3:3])[CH3:4]. Given the reactants [C:1]([C:5]1[N:10]=[CH:9][C:8]([C:11]2[N:12]([C:32](Cl)=[O:33])[C@@:13]([C:25]3[CH:30]=[CH:29][C:28]([Cl:31])=[CH:27][CH:26]=3)([CH3:24])[C@@:14]([C:17]3[CH:22]=[CH:21][C:20]([Cl:23])=[CH:19][CH:18]=3)([CH3:16])[N:15]=2)=[C:7]([O:35][CH2:36][CH3:37])[CH:6]=1)([CH3:4])([CH3:3])[CH3:2].[CH3:38][N:39]([CH3:46])[CH:40]1[CH2:45][CH2:44][NH:43][CH2:42][CH2:41]1, predict the reaction product. (4) Given the reactants [F:1][C:2]1[C:10]([F:11])=[C:9]([F:12])[C:8]([F:13])=[C:7]2[C:3]=1[C:4]([C:14]([OH:16])=O)=[CH:5][NH:6]2.[NH2:17][CH:18]1[CH2:23][CH2:22][O:21][CH2:20][CH:19]1[OH:24], predict the reaction product. The product is: [OH:24][CH:19]1[CH:18]([NH:17][C:14]([C:4]2[C:3]3[C:7](=[C:8]([F:13])[C:9]([F:12])=[C:10]([F:11])[C:2]=3[F:1])[NH:6][CH:5]=2)=[O:16])[CH2:23][CH2:22][O:21][CH2:20]1. (5) Given the reactants [C:1]([O:5][C:6]([NH:8][CH:9]([CH3:29])[CH2:10][C:11]1[CH:28]=[CH:27][C:14]2[O:15][CH:16]([CH2:18][NH:19][C:20](=[O:26])[CH2:21][CH2:22][C:23]([OH:25])=[O:24])[O:17][C:13]=2[CH:12]=1)=[O:7])([CH3:4])([CH3:3])[CH3:2].O[N:31]1[C:35](=[O:36])[CH2:34][CH2:33][C:32]1=[O:37].C(N=C=NCCCN(C)C)C, predict the reaction product. The product is: [O:37]=[C:32]1[CH2:33][CH2:34][C:35](=[O:36])[N:31]1[O:24][C:23](=[O:25])[CH2:22][CH2:21][C:20]([NH:19][CH2:18][CH:16]1[O:15][C:14]2[CH:27]=[CH:28][C:11]([CH2:10][CH:9]([NH:8][C:6]([O:5][C:1]([CH3:4])([CH3:2])[CH3:3])=[O:7])[CH3:29])=[CH:12][C:13]=2[O:17]1)=[O:26]. (6) The product is: [N:1]1[N:2]=[C:3]([C:10]2[CH:19]=[CH:18][C:17]3[C:12](=[C:13]([O:20][CH2:27][C:28]([CH3:31])([CH3:30])[CH3:29])[CH:14]=[CH:15][CH:16]=3)[N:11]=2)[N:4]2[CH:9]=[CH:8][CH:7]=[CH:6][C:5]=12. Given the reactants [N:1]1[N:2]=[C:3]([C:10]2[CH:19]=[CH:18][C:17]3[C:12](=[C:13]([OH:20])[CH:14]=[CH:15][CH:16]=3)[N:11]=2)[N:4]2[CH:9]=[CH:8][CH:7]=[CH:6][C:5]=12.C(=O)([O-])[O-].[Cs+].[Cs+].[CH2:27](I)[C:28]([CH3:31])([CH3:30])[CH3:29].O, predict the reaction product. (7) Given the reactants [C:1]1(C)[CH:6]=[CH:5][C:4]([S:7]([O:10][C:11](=[O:25])[CH:12]([C:19]2[CH:24]=[CH:23][CH:22]=[CH:21][CH:20]=2)[C:13]2[CH:18]=[CH:17][CH:16]=[CH:15][CH:14]=2)(=[O:9])=[O:8])=[CH:3][CH:2]=1.O.[C:28]1(C)C=CC(S(O)(=O)=O)=CC=1.C1(C)C=CC=CC=1.C1(C(C2C=CC=CC=2)=C=O)C=CC=CC=1, predict the reaction product. The product is: [C:5]1([CH3:28])[C:4]([S:7]([O:10][C:11](=[O:25])[CH:12]([C:13]2[CH:18]=[CH:17][CH:16]=[CH:15][CH:14]=2)[C:19]2[CH:20]=[CH:21][CH:22]=[CH:23][CH:24]=2)(=[O:9])=[O:8])=[CH:3][CH:2]=[CH:1][CH:6]=1.